From a dataset of NCI-60 drug combinations with 297,098 pairs across 59 cell lines. Regression. Given two drug SMILES strings and cell line genomic features, predict the synergy score measuring deviation from expected non-interaction effect. Drug 1: CCC(=C(C1=CC=CC=C1)C2=CC=C(C=C2)OCCN(C)C)C3=CC=CC=C3.C(C(=O)O)C(CC(=O)O)(C(=O)O)O. Drug 2: CC1=C(N=C(N=C1N)C(CC(=O)N)NCC(C(=O)N)N)C(=O)NC(C(C2=CN=CN2)OC3C(C(C(C(O3)CO)O)O)OC4C(C(C(C(O4)CO)O)OC(=O)N)O)C(=O)NC(C)C(C(C)C(=O)NC(C(C)O)C(=O)NCCC5=NC(=CS5)C6=NC(=CS6)C(=O)NCCC[S+](C)C)O. Cell line: EKVX. Synergy scores: CSS=3.44, Synergy_ZIP=1.74, Synergy_Bliss=7.22, Synergy_Loewe=-2.09, Synergy_HSA=-0.121.